From a dataset of Forward reaction prediction with 1.9M reactions from USPTO patents (1976-2016). Predict the product of the given reaction. (1) Given the reactants C(Cl)(Cl)Cl.[CH:5]([O:18][CH2:19][CH2:20][C@H:21]1[CH2:26][CH2:25][N:24]([CH2:27][C@H:28]([C:30]2[CH:35]=[CH:34][C:33]([F:36])=[CH:32][CH:31]=2)[OH:29])[CH2:23][C@@H:22]1[OH:37])([C:12]1[CH:17]=[CH:16][CH:15]=[CH:14][CH:13]=1)[C:6]1[CH:11]=[CH:10][CH:9]=[CH:8][CH:7]=1.C([O-])([O-])=O.[K+].[K+], predict the reaction product. The product is: [CH:5]([O:18][CH2:19][CH2:20][C@H:21]1[CH2:26][CH2:25][N:24]([CH2:27][C@@H:28]([C:30]2[CH:31]=[CH:32][C:33]([F:36])=[CH:34][CH:35]=2)[OH:29])[CH2:23][C@@H:22]1[OH:37])([C:6]1[CH:7]=[CH:8][CH:9]=[CH:10][CH:11]=1)[C:12]1[CH:17]=[CH:16][CH:15]=[CH:14][CH:13]=1. (2) The product is: [Br:11][C:8]1[CH:9]=[C:10]2[CH2:2][C:3](=[O:20])[N:4]([CH2:12][O:13][CH2:14][CH2:15][Si:16]([CH3:19])([CH3:18])[CH3:17])[C:5]2=[N:6][CH:7]=1. Given the reactants Br[C:2]1(Br)[C:10]2[C:5](=[N:6][CH:7]=[C:8]([Br:11])[CH:9]=2)[N:4]([CH2:12][O:13][CH2:14][CH2:15][Si:16]([CH3:19])([CH3:18])[CH3:17])[C:3]1=[O:20], predict the reaction product.